Dataset: Catalyst prediction with 721,799 reactions and 888 catalyst types from USPTO. Task: Predict which catalyst facilitates the given reaction. (1) The catalyst class is: 14. Reactant: [OH-].[Na+].[CH2:3]([C:5]1[CH:10]=[CH:9][CH:8]=[CH:7][C:6]=1[C:11]1[CH:16]=[CH:15][C:14]([C:17]([O:19]C)=[O:18])=[CH:13][C:12]=1[C:21]([F:24])([F:23])[F:22])[CH3:4]. Product: [CH2:3]([C:5]1[CH:10]=[CH:9][CH:8]=[CH:7][C:6]=1[C:11]1[CH:16]=[CH:15][C:14]([C:17]([OH:19])=[O:18])=[CH:13][C:12]=1[C:21]([F:22])([F:23])[F:24])[CH3:4]. (2) Reactant: [C:1]([N:4]1[C:13]2[C:8](=[CH:9][C:10]([C:14]([NH2:16])=[O:15])=[CH:11][CH:12]=2)[C@H:7]([NH:17][C:18]2[CH:23]=[CH:22][C:21]([N:24]3[CH2:29][CH2:28][O:27][CH2:26][CH2:25]3)=[CH:20][CH:19]=2)[CH2:6][C@@H:5]1[CH3:30])(=[O:3])[CH3:2].[H-].[Na+].[C:33](Cl)(=[O:40])[C:34]1[CH:39]=[CH:38][CH:37]=[CH:36][CH:35]=1.O. Product: [C:1]([N:4]1[C:13]2[C:8](=[CH:9][C:10]([C:14]([NH:16][C:33](=[O:40])[C:34]3[CH:39]=[CH:38][CH:37]=[CH:36][CH:35]=3)=[O:15])=[CH:11][CH:12]=2)[CH:7]([NH:17][C:18]2[CH:19]=[CH:20][C:21]([N:24]3[CH2:25][CH2:26][O:27][CH2:28][CH2:29]3)=[CH:22][CH:23]=2)[CH2:6][CH:5]1[CH3:30])(=[O:3])[CH3:2]. The catalyst class is: 7.